This data is from Catalyst prediction with 721,799 reactions and 888 catalyst types from USPTO. The task is: Predict which catalyst facilitates the given reaction. (1) Reactant: [NH:1]1[C:9]2[C:4](=[CH:5][CH:6]=[CH:7][CH:8]=2)[CH2:3][CH2:2]1.[F:10][C:11]([F:22])([F:21])[C:12](O[C:12](=[O:13])[C:11]([F:22])([F:21])[F:10])=[O:13]. Product: [F:10][C:11]([F:22])([F:21])[C:12]([N:1]1[C:9]2[C:4](=[CH:5][CH:6]=[CH:7][CH:8]=2)[CH2:3][CH2:2]1)=[O:13]. The catalyst class is: 17. (2) Reactant: [CH3:1][O:2][C:3](=[O:17])[C:4]1[CH:12]=[C:11]([N+:13]([O-:15])=[O:14])[C:7]([C:8]([OH:10])=[O:9])=[C:6]([Cl:16])[CH:5]=1.[N+](=[CH2:20])=[N-]. Product: [Cl:16][C:6]1[CH:5]=[C:4]([C:3]([O:2][CH3:1])=[O:17])[CH:12]=[C:11]([N+:13]([O-:15])=[O:14])[C:7]=1[C:8]([O:10][CH3:20])=[O:9]. The catalyst class is: 5. (3) Reactant: [C:1]([O:5][C:6](=[O:30])[NH:7][C:8]1([C:20](=[O:29])[NH:21][C:22]2[CH:27]=[CH:26][C:25](Br)=[CH:24][CH:23]=2)[CH2:13][O:12][CH:11]([C:14]2[CH:19]=[CH:18][CH:17]=[CH:16][CH:15]=2)[O:10][CH2:9]1)([CH3:4])([CH3:3])[CH3:2].[C:31]([NH:35][S:36]([C:39]1[CH:44]=[CH:43][CH:42]=[CH:41][C:40]=1B(O)O)(=[O:38])=[O:37])([CH3:34])([CH3:33])[CH3:32].C(=O)([O-])[O-].[Na+].[Na+].O. Product: [C:1]([O:5][C:6](=[O:30])[NH:7][C:8]1([C:20](=[O:29])[NH:21][C:22]2[CH:27]=[CH:26][C:25]([C:40]3[CH:41]=[CH:42][CH:43]=[CH:44][C:39]=3[S:36](=[O:38])(=[O:37])[NH:35][C:31]([CH3:32])([CH3:34])[CH3:33])=[CH:24][CH:23]=2)[CH2:13][O:12][CH:11]([C:14]2[CH:19]=[CH:18][CH:17]=[CH:16][CH:15]=2)[O:10][CH2:9]1)([CH3:4])([CH3:3])[CH3:2]. The catalyst class is: 596.